From a dataset of Reaction yield outcomes from USPTO patents with 853,638 reactions. Predict the reaction yield, written as a fraction of the theoretical maximum amount of product (1.0 means a 100% yield; for example, 0.34 means a 34% yield). (1) The reactants are [Cl:1][C:2]1[N:3]([C@@H:15]2[O:21][C@H:20]([CH2:22][OH:23])[C@@H:18]([OH:19])[C@H:16]2[OH:17])[C:4]2[C:9]([C:10]=1[CH:11]=O)=[CH:8][C:7]([Cl:13])=[C:6]([Cl:14])[CH:5]=2.[CH3:24][N:25]([NH2:27])[CH3:26].CO.C(Cl)(Cl)Cl. The catalyst is CO.CN(C=O)C. The product is [Cl:1][CH:2]1[C:10](=[C:11]=[N:27][N:25]([CH3:26])[CH3:24])[C:9]2[C:4](=[CH:5][C:6]([Cl:14])=[C:7]([Cl:13])[CH:8]=2)[N:3]1[C@@H:15]1[O:21][C@H:20]([CH2:22][OH:23])[C@@H:18]([OH:19])[C@H:16]1[OH:17]. The yield is 0.780. (2) The reactants are [Br:1][C:2]1[CH:3]=[C:4]([N:9]2[C:13](=[O:14])[O:12][N:11]=[C:10]2[C:15]2[C:19]([NH:20][CH2:21][CH2:22][OH:23])=[N:18][O:17][N:16]=2)[CH:5]=[CH:6][C:7]=1[F:8].[CH3:24][S:25](Cl)(=[O:27])=[O:26].C(N(CC)CC)C. The catalyst is C(OCC)(=O)C. The product is [CH3:24][S:25]([O:23][CH2:22][CH2:21][NH:20][C:19]1[C:15]([C:10]2[N:9]([C:4]3[CH:5]=[CH:6][C:7]([F:8])=[C:2]([Br:1])[CH:3]=3)[C:13](=[O:14])[O:12][N:11]=2)=[N:16][O:17][N:18]=1)(=[O:27])=[O:26]. The yield is 1.00. (3) The reactants are CN(C(ON1N=NC2C=CC=CC1=2)=[N+](C)C)C.[B-](F)(F)(F)F.[F:23][C:24]1[CH:25]=[C:26]([N:30]2[CH2:34][CH2:33][CH2:32][CH:31]2[C:35]2[CH:36]=[C:37]([C:53]([OH:55])=O)[CH:38]=[C:39]3[C:44]=2[O:43][C:42]([N:45]2[CH2:50][CH2:49][O:48][C@H:47]([CH3:51])[CH2:46]2)=[CH:41][C:40]3=[O:52])[CH:27]=[CH:28][CH:29]=1.CCN(C(C)C)C(C)C.[NH:65]1[CH2:70][CH2:69][O:68][CH2:67][CH2:66]1. The catalyst is CN(C=O)C. The product is [F:23][C:24]1[CH:25]=[C:26]([N:30]2[CH2:34][CH2:33][CH2:32][CH:31]2[C:35]2[CH:36]=[C:37]([C:53]([N:65]3[CH2:70][CH2:69][O:68][CH2:67][CH2:66]3)=[O:55])[CH:38]=[C:39]3[C:44]=2[O:43][C:42]([N:45]2[CH2:50][CH2:49][O:48][C@H:47]([CH3:51])[CH2:46]2)=[CH:41][C:40]3=[O:52])[CH:27]=[CH:28][CH:29]=1. The yield is 0.560. (4) The reactants are Cl.[C:2](=[NH:10])(OCC)[C:3]([CH3:6])([CH3:5])[CH3:4].CO[CH:13](OC)[CH2:14][NH2:15]. The catalyst is CO. The product is [C:3]([C:2]1[NH:10][CH:13]=[CH:14][N:15]=1)([CH3:4])([CH3:5])[CH3:6]. The yield is 0.730. (5) The reactants are [C:1]([O:5][C:6]([N:8]1[CH2:13][CH2:12][CH2:11][C@@H:10]([C:14](=[O:28])[C:15]2[CH:20]=[CH:19][CH:18]=[CH:17][C:16]=2[O:21][C:22]2[CH:27]=[CH:26][CH:25]=[CH:24][CH:23]=2)[CH2:9]1)=[O:7])([CH3:4])([CH3:3])[CH3:2].[CH3:29][O:30][CH2:31][CH2:32][CH2:33][CH2:34][Mg]Cl. The catalyst is C1COCC1. The product is [OH:28][C@@:14]([C@@H:10]1[CH2:11][CH2:12][CH2:13][N:8]([C:6]([O:5][C:1]([CH3:4])([CH3:2])[CH3:3])=[O:7])[CH2:9]1)([C:15]1[CH:20]=[CH:19][CH:18]=[CH:17][C:16]=1[O:21][C:22]1[CH:23]=[CH:24][CH:25]=[CH:26][CH:27]=1)[CH2:34][CH2:33][CH2:32][CH2:31][O:30][CH3:29]. The yield is 0.260. (6) The reactants are [N:1]1[N:5]2[CH:6]=[CH:7][C:8]([C:10]([O:12][CH2:13][CH3:14])=[O:11])=[N:9][C:4]2=[CH:3][CH:2]=1.[Br:15]N1C(=O)CCC1=O. The catalyst is ClCCl.O. The product is [Br:15][C:3]1[CH:2]=[N:1][N:5]2[CH:6]=[CH:7][C:8]([C:10]([O:12][CH2:13][CH3:14])=[O:11])=[N:9][C:4]=12. The yield is 0.940.